This data is from Full USPTO retrosynthesis dataset with 1.9M reactions from patents (1976-2016). The task is: Predict the reactants needed to synthesize the given product. (1) Given the product [OH:16][C:17]1[C:22]([CH3:23])=[C:21]([O:15][CH2:14][C:10]2[CH:11]=[CH:12][CH:13]=[C:8]([S:7][C:4]3[CH:3]=[CH:2][N:1]=[CH:6][CH:5]=3)[CH:9]=2)[CH:20]=[CH:19][C:18]=1[C:25](=[O:31])[CH2:26][C:27]([CH3:29])([CH3:28])[CH3:30], predict the reactants needed to synthesize it. The reactants are: [N:1]1[CH:6]=[CH:5][C:4]([S:7][C:8]2[CH:9]=[C:10]([CH2:14][OH:15])[CH:11]=[CH:12][CH:13]=2)=[CH:3][CH:2]=1.[OH:16][C:17]1[C:22]([CH3:23])=[C:21](O)[CH:20]=[CH:19][C:18]=1[C:25](=[O:31])[CH2:26][C:27]([CH3:30])([CH3:29])[CH3:28]. (2) Given the product [Cl:1][C:2]1[CH:3]=[C:4]([C@@H:8]2[N:14]([C:15]([CH:17]3[CH2:22][CH2:21][O:20][CH2:19][CH2:18]3)=[O:16])[CH2:13][C:12]3[CH:23]=[CH:24][C:25]([C:27]([NH:31][OH:32])=[O:29])=[CH:26][C:11]=3[O:10][CH2:9]2)[CH:5]=[CH:6][CH:7]=1, predict the reactants needed to synthesize it. The reactants are: [Cl:1][C:2]1[CH:3]=[C:4]([C@@H:8]2[N:14]([C:15]([CH:17]3[CH2:22][CH2:21][O:20][CH2:19][CH2:18]3)=[O:16])[CH2:13][C:12]3[CH:23]=[CH:24][C:25]([C:27]([O:29]C)=O)=[CH:26][C:11]=3[O:10][CH2:9]2)[CH:5]=[CH:6][CH:7]=1.[NH2:31][OH:32].[OH-].[Na+]. (3) Given the product [CH2:17]([O:1][C:2]1[C:11]2[CH:10]=[CH:9][CH:8]=[CH:7][C:6]=2[O:5][C:4](=[O:12])[CH:3]=1)[CH2:16][CH:15]=[CH2:14], predict the reactants needed to synthesize it. The reactants are: [OH:1][C:2]1[C:11]2[C:6](=[CH:7][CH:8]=[CH:9][CH:10]=2)[O:5][C:4](=[O:12])[CH:3]=1.Br[CH2:14][CH2:15][CH:16]=[CH2:17].C([O-])([O-])=O.[K+].[K+]. (4) Given the product [ClH:1].[ClH:1].[CH3:2][N:3]([CH2:5][C:6]1[C:14]2[O:13][N:12]=[C:11]([CH2:15][CH2:16][CH:17]3[CH2:22][CH2:21][N:20]([CH2:23][C:24]4[CH:25]=[CH:26][CH:27]=[CH:28][CH:29]=4)[CH2:19][CH2:18]3)[C:10]=2[CH:9]=[CH:8][C:7]=1[CH2:30][O:31][CH2:32][CH3:33])[CH3:4], predict the reactants needed to synthesize it. The reactants are: [ClH:1].[CH3:2][N:3]([CH2:5][C:6]1[C:14]2[O:13][N:12]=[C:11]([CH2:15][CH2:16][CH:17]3[CH2:22][CH2:21][N:20]([CH2:23][C:24]4[CH:29]=[CH:28][CH:27]=[CH:26][CH:25]=4)[CH2:19][CH2:18]3)[C:10]=2[CH:9]=[CH:8][C:7]=1[CH2:30][O:31][CH2:32][CH3:33])[CH3:4]. (5) Given the product [CH2:9]([O:8][C:6]1[CH:5]=[N:4][CH:3]=[C:2]([Br:1])[CH:7]=1)[C:10]1[CH:15]=[CH:14][CH:13]=[CH:12][CH:11]=1, predict the reactants needed to synthesize it. The reactants are: [Br:1][C:2]1[CH:3]=[N:4][CH:5]=[C:6]([OH:8])[CH:7]=1.[CH2:9](O)[C:10]1[CH:15]=[CH:14][CH:13]=[CH:12][CH:11]=1.C1(P(C2C=CC=CC=2)C2C=CC=CC=2)C=CC=CC=1.N(C(OC(C)C)=O)=NC(OC(C)C)=O.